From a dataset of NCI-60 drug combinations with 297,098 pairs across 59 cell lines. Regression. Given two drug SMILES strings and cell line genomic features, predict the synergy score measuring deviation from expected non-interaction effect. Drug 1: C1=NC2=C(N1)C(=S)N=C(N2)N. Drug 2: CN1C(=O)N2C=NC(=C2N=N1)C(=O)N. Cell line: SNB-19. Synergy scores: CSS=-1.11, Synergy_ZIP=-0.825, Synergy_Bliss=-2.67, Synergy_Loewe=-10.2, Synergy_HSA=-4.67.